Task: Predict the reactants needed to synthesize the given product.. Dataset: Full USPTO retrosynthesis dataset with 1.9M reactions from patents (1976-2016) (1) Given the product [ClH:40].[ClH:40].[CH2:1]([CH:3]1[CH2:4][NH:5][CH2:6][CH2:7][N:8]1[C:9]([C:11]1[C:12]([NH:20][CH2:21][C:22]2[O:23][CH:24]=[CH:25][CH:26]=2)=[N:13][C:14]([CH:17]([CH3:19])[CH3:18])=[N:15][CH:16]=1)=[O:10])[CH3:2], predict the reactants needed to synthesize it. The reactants are: [CH2:1]([CH:3]1[N:8]([C:9]([C:11]2[C:12]([NH:20][CH2:21][C:22]3[O:23][CH:24]=[CH:25][CH:26]=3)=[N:13][C:14]([CH:17]([CH3:19])[CH3:18])=[N:15][CH:16]=2)=[O:10])[CH2:7][CH2:6][N:5](C(OC(C)(C)C)=O)[CH2:4]1)[CH3:2].C(OCC)(=O)C.[ClH:40]. (2) Given the product [CH:1]1([CH2:4][O:5][C:6]2[N:11]=[C:10]([C:12]([N:23]3[C:22]([CH3:27])([CH3:21])[CH2:26][O:25][CH2:24]3)=[O:14])[CH:9]=[CH:8][C:7]=2[N:15]2[CH2:18][C:17]([F:20])([F:19])[CH2:16]2)[CH2:2][CH2:3]1, predict the reactants needed to synthesize it. The reactants are: [CH:1]1([CH2:4][O:5][C:6]2[N:11]=[C:10]([C:12]([OH:14])=O)[CH:9]=[CH:8][C:7]=2[N:15]2[CH2:18][C:17]([F:20])([F:19])[CH2:16]2)[CH2:3][CH2:2]1.[CH3:21][C:22]1([CH3:27])[CH2:26][O:25][CH2:24][NH:23]1.CN(C(ON1N=NC2C=CC=CC1=2)=[N+](C)C)C.[B-](F)(F)(F)F.CCN(C(C)C)C(C)C. (3) The reactants are: [CH3:1][O:2][C:3]1[CH:4]=[C:5]2[C:10](=[CH:11][C:12]=1OC)[C:9](=O)[CH2:8][CH2:7][CH2:6]2.[NH3:16].C(O)C.[BH4-].[Na+]. Given the product [CH3:1][O:2][C:3]1[CH:4]=[C:5]2[C:10](=[CH:11][CH:12]=1)[CH:9]([NH2:16])[CH2:8][CH2:7][CH2:6]2, predict the reactants needed to synthesize it. (4) Given the product [C:13]1([C:11]2[O:10][N:9]=[C:8]([C:6]([OH:7])=[O:5])[CH:12]=2)[CH:14]=[CH:15][CH:16]=[CH:17][CH:18]=1, predict the reactants needed to synthesize it. The reactants are: O[Li].O.C[O:5][C:6]([C:8]1[CH:12]=[C:11]([C:13]2[CH:18]=[CH:17][CH:16]=[CH:15][CH:14]=2)[O:10][N:9]=1)=[O:7].C1COCC1.O. (5) The reactants are: [Cl:1][C:2]1[CH:3]=[CH:4][C:5]2[NH:9][C:8](=[O:10])[N:7]([CH3:11])[C:6]=2[CH:12]=1.Cl[CH2:14][C:15]([N:17]1[CH2:22][CH2:21][N:20]([C:23]2[CH:28]=[CH:27][C:26]([Cl:29])=[C:25]([O:30][CH3:31])[CH:24]=2)[CH2:19][CH2:18]1)=[O:16].C(=O)([O-])[O-].[Cs+].[Cs+]. Given the product [Cl:1][C:2]1[CH:3]=[CH:4][C:5]2[N:9]([CH2:14][C:15]([N:17]3[CH2:18][CH2:19][N:20]([C:23]4[CH:28]=[CH:27][C:26]([Cl:29])=[C:25]([O:30][CH3:31])[CH:24]=4)[CH2:21][CH2:22]3)=[O:16])[C:8](=[O:10])[N:7]([CH3:11])[C:6]=2[CH:12]=1, predict the reactants needed to synthesize it. (6) The reactants are: [O:1]1[CH2:7][CH2:6][CH2:5][C:4](=[O:8])[C:3]2[CH:9]=[CH:10][CH:11]=[CH:12][C:2]1=2.[C:13](=[O:16])([O-])[O-].[K+].[K+].[CH2:19]=[O:20]. Given the product [OH:20][CH2:19][C:5]1([CH2:13][OH:16])[CH2:6][CH2:7][O:1][C:2]2[CH:12]=[CH:11][CH:10]=[CH:9][C:3]=2[C:4]1=[O:8], predict the reactants needed to synthesize it. (7) Given the product [Cl:1][CH2:17][C:16]([C:7]1[CH:8]=[C:9]2[C:13](=[CH:14][C:6]=1[F:5])[NH:12][C:11](=[O:15])[CH2:10]2)=[O:18], predict the reactants needed to synthesize it. The reactants are: [Cl-:1].[Al+3].[Cl-].[Cl-].[F:5][C:6]1[CH:14]=[C:13]2[C:9]([CH2:10][C:11](=[O:15])[NH:12]2)=[CH:8][CH:7]=1.[C:16](Cl)(=[O:18])[CH3:17].